Dataset: Reaction yield outcomes from USPTO patents with 853,638 reactions. Task: Predict the reaction yield, written as a fraction of the theoretical maximum amount of product (1.0 means a 100% yield; for example, 0.34 means a 34% yield). (1) The reactants are [N+:1]([C:4]1[CH:14]=[CH:13][C:7]2[NH:8][C:9](=O)[CH2:10][O:11][C:6]=2[CH:5]=1)([O-:3])=[O:2].B.C1COCC1. The catalyst is C1COCC1. The product is [N+:1]([C:4]1[CH:14]=[CH:13][C:7]2[NH:8][CH2:9][CH2:10][O:11][C:6]=2[CH:5]=1)([O-:3])=[O:2]. The yield is 0.800. (2) The reactants are [F:1][C:2]1[CH:7]=[CH:6][CH:5]=[C:4]([F:8])[C:3]=1[N:9]1[C:14]2[N:15]=[C:16]([N:29]3[CH2:34][CH2:33][CH:32]([N:35]4[CH2:40][CH2:39][CH:38]([CH3:41])[CH2:37][CH2:36]4)[CH2:31][CH2:30]3)[N:17]=[C:18]([C:19]3[CH:20]=[C:21]([CH:25]=[CH:26][C:27]=3[CH3:28])[C:22]([OH:24])=O)[C:13]=2[CH:12]=[CH:11][C:10]1=[O:42].CN(C(O[N:58]1N=[N:58][C:53]2[CH:54]=[CH:55][CH:55]=[CH:54][C:53]1=2)=[N+](C)C)C.F[P-](F)(F)(F)(F)F.C(N(CC)CC)C.C1(N)CC1. The catalyst is CN(C=O)C. The product is [CH:53]1([NH:58][C:22](=[O:24])[C:21]2[CH:25]=[CH:26][C:27]([CH3:28])=[C:19]([C:18]3[C:13]4[CH:12]=[CH:11][C:10](=[O:42])[N:9]([C:3]5[C:2]([F:1])=[CH:7][CH:6]=[CH:5][C:4]=5[F:8])[C:14]=4[N:15]=[C:16]([N:29]4[CH2:34][CH2:33][CH:32]([N:35]5[CH2:40][CH2:39][CH:38]([CH3:41])[CH2:37][CH2:36]5)[CH2:31][CH2:30]4)[N:17]=3)[CH:20]=2)[CH2:55][CH2:54]1. The yield is 0.410.